Dataset: Forward reaction prediction with 1.9M reactions from USPTO patents (1976-2016). Task: Predict the product of the given reaction. (1) Given the reactants [NH2:1][C:2]1[CH:7]=[C:6]([CH3:8])[CH:5]=[CH:4][C:3]=1[OH:9].[CH2:10]([O:12][C@H:13]1[CH2:18][CH2:17][C@H:16]([N:19]2[CH2:24][CH2:23][C:22](=O)[CH2:21][CH2:20]2)[CH2:15][CH2:14]1)[CH3:11].C([BH3-])#N.[Na+].C(O)(=O)C, predict the reaction product. The product is: [CH2:10]([O:12][C@H:13]1[CH2:14][CH2:15][C@H:16]([N:19]2[CH2:24][CH2:23][CH:22]([NH:1][C:2]3[CH:7]=[C:6]([CH3:8])[CH:5]=[CH:4][C:3]=3[OH:9])[CH2:21][CH2:20]2)[CH2:17][CH2:18]1)[CH3:11]. (2) Given the reactants [F:1][C:2]1[CH:7]=[C:6]([CH:8]2OC(C)(C)C(C)(C)O2)[CH:5]=[CH:4][C:3]=1[C:17]1[CH:26]=[N:25][C:24]2[NH:23][CH2:22][CH2:21][O:20][C:19]=2[CH:18]=1.Br[C:28]1[CH:33]=[CH:32][CH:31]=C[C:29]=1[S:34]([N:37]1[CH2:42][CH2:41][CH:40]([NH2:43])[CH2:39][CH2:38]1)(=[O:36])=[O:35], predict the reaction product. The product is: [O:20]1[CH2:21][CH2:22][NH:23][C:24]2[N:25]=[CH:26][C:17]([C:3]3[CH:4]=[CH:5][C:6]([C:8]4[CH:31]=[CH:32][CH:33]=[CH:28][C:29]=4[S:34]([N:37]4[CH2:42][CH2:41][CH:40]([NH2:43])[CH2:39][CH2:38]4)(=[O:36])=[O:35])=[CH:7][C:2]=3[F:1])=[CH:18][C:19]1=2. (3) Given the reactants C(OC([NH:8][CH:9]1[CH2:13][CH2:12][N:11]([S:14]([C:17]2[C:18]3[C:19]([Cl:27])=[CH:20][N:21]=[CH:22][C:23]=3[CH:24]=[CH:25][CH:26]=2)(=[O:16])=[O:15])[CH2:10]1)=O)(C)(C)C.C([O:32]C(NC1CCN(S(C2C3C(Br)=CN=CC=3C=CC=2)(=O)=O)C1)=O)(C)(C)C, predict the reaction product. The product is: [NH2:8][CH:9]1[CH2:13][CH2:12][N:11]([S:14]([C:17]2[C:18]3[C:19]([Cl:27])=[CH:20][N:21]=[C:22]([OH:32])[C:23]=3[CH:24]=[CH:25][CH:26]=2)(=[O:16])=[O:15])[CH2:10]1.[ClH:27]. (4) Given the reactants O.[OH-].[Li+].C([O:7][C@@H:8]([C:10]1[CH:14]=[N:13][N:12]([C:15]2[CH:20]=[CH:19][CH:18]=[C:17]([Cl:21])[CH:16]=2)[N:11]=1)[CH3:9])(=O)C, predict the reaction product. The product is: [Cl:21][C:17]1[CH:16]=[C:15]([N:12]2[N:11]=[C:10]([C@H:8]([OH:7])[CH3:9])[CH:14]=[N:13]2)[CH:20]=[CH:19][CH:18]=1. (5) The product is: [F:48][C:49]1[CH:50]=[C:51]([CH2:56][CH:57]([NH:58][C:36](=[O:38])[CH2:35][C:29]2[C:28]3[C:32](=[CH:33][CH:34]=[C:26]([OH:25])[CH:27]=3)[NH:31][CH:30]=2)[C:59]2[N:60]=[CH:61][S:62][C:63]=2[C:64]2[CH:69]=[CH:68][CH:67]=[CH:66][C:65]=2[CH3:70])[CH:52]=[C:53]([F:55])[CH:54]=1. Given the reactants CN(C(ON1N=NC2C=CC=NC1=2)=[N+](C)C)C.F[P-](F)(F)(F)(F)F.[OH:25][C:26]1[CH:27]=[C:28]2[C:32](=[CH:33][CH:34]=1)[NH:31][CH:30]=[C:29]2[CH2:35][C:36]([OH:38])=O.CCN(C(C)C)C(C)C.[F:48][C:49]1[CH:50]=[C:51]([CH2:56][CH:57]([C:59]2[N:60]=[CH:61][S:62][C:63]=2[C:64]2[CH:69]=[CH:68][CH:67]=[CH:66][C:65]=2[CH3:70])[NH2:58])[CH:52]=[C:53]([F:55])[CH:54]=1, predict the reaction product. (6) The product is: [F:15][C:12]([F:14])([F:13])[C:11]1[N:6]2[N:5]=[CH:4][C:3]([C:1]#[C:2][C:27]3[S:31][C:30]([NH:32][C:33](=[O:35])[CH3:34])=[N:29][CH:28]=3)=[C:7]2[N:8]=[C:9]([C:16]2[CH:21]=[CH:20][C:19]([C:22]([F:25])([F:24])[F:23])=[CH:18][CH:17]=2)[CH:10]=1. Given the reactants [C:1]([C:3]1[CH:4]=[N:5][N:6]2[C:11]([C:12]([F:15])([F:14])[F:13])=[CH:10][C:9]([C:16]3[CH:21]=[CH:20][C:19]([C:22]([F:25])([F:24])[F:23])=[CH:18][CH:17]=3)=[N:8][C:7]=12)#[CH:2].I[C:27]1[S:31][C:30]([NH:32][C:33](=[O:35])[CH3:34])=[N:29][CH:28]=1, predict the reaction product.